This data is from Full USPTO retrosynthesis dataset with 1.9M reactions from patents (1976-2016). The task is: Predict the reactants needed to synthesize the given product. (1) Given the product [C:1]([NH:9][CH:10]([CH3:11])[C:12](=[O:14])[CH2:28][C:27]([O:30][CH2:31][CH3:32])=[O:29])(=[O:8])[C:2]1[CH:3]=[CH:4][CH:5]=[CH:6][CH:7]=1, predict the reactants needed to synthesize it. The reactants are: [C:1]([NH:9][C@H:10]([C:12]([OH:14])=O)[CH3:11])(=[O:8])[C:2]1[CH:7]=[CH:6][CH:5]=[CH:4][CH:3]=1.C(C1NC=CN=1)(C1NC=CN=1)=O.[C:27]([O:30][CH2:31][CH3:32])(=[O:29])[CH3:28].[Li+].CC([N-]C(C)C)C. (2) Given the product [CH2:13]([O:18][C:2]1[CH:7]=[CH:6][N+:5]([O-:8])=[C:4]([CH3:9])[C:3]=1[CH3:10])[CH2:14][CH2:15][CH2:16][CH3:17], predict the reactants needed to synthesize it. The reactants are: Cl[C:2]1[CH:7]=[CH:6][N+:5]([O-:8])=[C:4]([CH3:9])[C:3]=1[CH3:10].[OH-].[Na+].[CH2:13]([OH:18])[CH2:14][CH2:15][CH2:16][CH3:17].C1(C)C=CC=CC=1. (3) Given the product [CH3:12][O:13][C:14]1[CH:15]=[CH:16][C:17]([CH2:20][N:21]2[C:29]3[CH:28]=[CH:27][CH:26]=[C:25]([N:30]([CH3:39])[C:31]4[CH:36]=[CH:35][N:34]=[C:33]([S:41]([CH3:2])(=[O:44])=[O:42])[N:32]=4)[C:24]=3[C:23]([CH3:40])=[N:22]2)=[CH:18][CH:19]=1, predict the reactants needed to synthesize it. The reactants are: Cl[C:2]1C=CC=C(C(OO)=O)C=1.[CH3:12][O:13][C:14]1[CH:19]=[CH:18][C:17]([CH2:20][N:21]2[C:29]3[CH:28]=[CH:27][CH:26]=[C:25]([N:30]([CH3:39])[C:31]4[CH:36]=[CH:35][N:34]=[C:33](SC)[N:32]=4)[C:24]=3[C:23]([CH3:40])=[N:22]2)=[CH:16][CH:15]=1.[S:41](S([O-])=O)([O-:44])(=O)=[O:42].[Na+].[Na+]. (4) Given the product [Cl:1][C:2]1[N:7]=[CH:6][C:5]([C:8]2[CH:17]=[CH:16][C:11]3[N:12]=[C:13]([NH:15][C:22](=[O:23])[O:24][C:25]4[CH:30]=[CH:29][CH:28]=[CH:27][CH:26]=4)[S:14][C:10]=3[CH:9]=2)=[CH:4][C:3]=1[N:18]([CH3:20])[CH3:19], predict the reactants needed to synthesize it. The reactants are: [Cl:1][C:2]1[N:7]=[CH:6][C:5]([C:8]2[CH:17]=[CH:16][C:11]3[N:12]=[C:13]([NH2:15])[S:14][C:10]=3[CH:9]=2)=[CH:4][C:3]=1[N:18]([CH3:20])[CH3:19].Cl[C:22]([O:24][C:25]1[CH:30]=[CH:29][CH:28]=[CH:27][CH:26]=1)=[O:23]. (5) Given the product [CH3:1][S:2]([NH:6][C:7]1[CH:8]=[C:9]([CH:33]=[CH:34][CH:35]=1)[C:10]([NH:12][C:13]1[CH:14]=[CH:15][C:16]([CH3:32])=[C:17]([NH:19][C:20](=[O:31])[C:21]2[CH:26]=[CH:25][C:24]([O:27][CH3:28])=[C:23]([O:29][CH3:30])[CH:22]=2)[CH:18]=1)=[O:11])(=[O:4])=[O:3], predict the reactants needed to synthesize it. The reactants are: [CH3:1][S:2](Cl)(=[O:4])=[O:3].[NH2:6][C:7]1[CH:8]=[C:9]([CH:33]=[CH:34][CH:35]=1)[C:10]([NH:12][C:13]1[CH:14]=[CH:15][C:16]([CH3:32])=[C:17]([NH:19][C:20](=[O:31])[C:21]2[CH:26]=[CH:25][C:24]([O:27][CH3:28])=[C:23]([O:29][CH3:30])[CH:22]=2)[CH:18]=1)=[O:11].N1C=CC=CC=1. (6) Given the product [C:24]([O:23][C:21](=[O:22])[NH:15][C@@H:12]1[CH2:13][CH2:14][C@@H:9]([O:8][CH2:1][C:2]2[CH:7]=[CH:6][CH:5]=[CH:4][CH:3]=2)[C@@H:10]([CH3:18])[CH2:11]1)([CH3:27])([CH3:26])[CH3:25], predict the reactants needed to synthesize it. The reactants are: [CH2:1]([O:8][C@@H:9]1[CH2:14][CH2:13][C@@H:12]([N:15]=[N+]=[N-])[CH2:11][C@@H:10]1[CH3:18])[C:2]1[CH:7]=[CH:6][CH:5]=[CH:4][CH:3]=1.[OH-].[Na+].[C:21](O[C:21]([O:23][C:24]([CH3:27])([CH3:26])[CH3:25])=[O:22])([O:23][C:24]([CH3:27])([CH3:26])[CH3:25])=[O:22]. (7) Given the product [NH2:23][CH2:22][C:21]1[CH:24]=[CH:25][C:18]([C:2]2[CH:3]=[C:4]([CH3:9])[C:5]([NH2:8])=[N:6][CH:7]=2)=[CH:19][CH:20]=1, predict the reactants needed to synthesize it. The reactants are: Br[C:2]1[CH:3]=[C:4]([CH3:9])[C:5]([NH2:8])=[N:6][CH:7]=1.CC1(C)C(C)(C)OB([C:18]2[CH:25]=[CH:24][C:21]([CH2:22][NH2:23])=[CH:20][CH:19]=2)O1.Cl.O1CCOCC1.C(=O)(O)[O-].[Na+].O. (8) Given the product [Cl:31][C:12]1[C:13]([C:15]2[N:20]=[C:19]([O:21][CH2:22][C:23]3([C:29]#[N:30])[CH2:28][CH2:27][O:26][CH2:25][CH2:24]3)[CH:18]=[N:17][CH:16]=2)=[CH:14][C:9]([NH:8][C@H:5]2[CH2:6][CH2:7][C@H:2]([NH:1][CH2:42][CH2:43][F:44])[CH2:3][CH2:4]2)=[N:10][CH:11]=1, predict the reactants needed to synthesize it. The reactants are: [NH2:1][C@H:2]1[CH2:7][CH2:6][C@H:5]([NH:8][C:9]2[CH:14]=[C:13]([C:15]3[N:20]=[C:19]([O:21][CH2:22][C:23]4([C:29]#[N:30])[CH2:28][CH2:27][O:26][CH2:25][CH2:24]4)[CH:18]=[N:17][CH:16]=3)[C:12]([Cl:31])=[CH:11][N:10]=2)[CH2:4][CH2:3]1.C(N(C(C)C)CC)(C)C.Br[CH2:42][CH2:43][F:44]. (9) Given the product [Cl:1][C:2]1[CH:3]=[CH:4][C:5]([S:8]([CH:11]([CH:18]2[CH2:22][CH2:21][CH2:20][CH2:19]2)[C:12]2[CH:13]=[CH:14][N:15]=[CH:16][CH:17]=2)(=[O:9])=[O:10])=[CH:6][CH:7]=1, predict the reactants needed to synthesize it. The reactants are: [Cl:1][C:2]1[CH:7]=[CH:6][C:5]([S:8]([CH2:11][C:12]2[CH:17]=[CH:16][N:15]=[CH:14][CH:13]=2)(=[O:10])=[O:9])=[CH:4][CH:3]=1.[CH:18]1(O)[CH2:22][CH2:21][CH2:20][CH2:19]1.C(C=P(CCCC)(CCCC)CCCC)#N.